The task is: Predict the product of the given reaction.. This data is from Forward reaction prediction with 1.9M reactions from USPTO patents (1976-2016). (1) Given the reactants [Li+].[Br-].[Br-].[C:4]([CH2:7][CH2:8][CH2:9][CH2:10][P+](C1C=CC=CC=1)(C1C=CC=CC=1)C1C=CC=CC=1)([OH:6])=[O:5].[Li][C:31]1[CH:32]=[CH:33][CH:34]=[CH:35][CH:36]=1.C(=O)/C=C/CC.Cl.CC([O-])(C)C.[K+], predict the reaction product. The product is: [C:4]([OH:6])(=[O:5])[CH2:7][CH2:8][CH2:9]/[CH:10]=[CH:35]/[CH:36]=[CH:31]/[CH2:32][CH2:33][CH3:34]. (2) Given the reactants ClC(OC(Cl)C)=O.[CH3:8][C:9]12[CH2:23][CH:18]([N:19](C)[CH2:20][CH2:21]1)[CH2:17][CH2:16][C:15]1[C:10]2=[CH:11][CH:12]=[CH:13][CH:14]=1.C([O-])(O)=O.[Na+].ClCCl, predict the reaction product. The product is: [CH3:8][C:9]12[CH2:23][CH:18]([NH:19][CH2:20][CH2:21]1)[CH2:17][CH2:16][C:15]1[C:10]2=[CH:11][CH:12]=[CH:13][CH:14]=1. (3) Given the reactants [CH2:1]([O:8][C:9]1[CH:16]=[CH:15][CH:14]=[CH:13][C:10]=1[CH:11]=O)[C:2]1[CH:7]=[CH:6][CH:5]=[CH:4][CH:3]=1.[C:17]([C:21]1[CH:30]=[CH:29][C:24]([C:25]([NH:27][NH2:28])=[O:26])=[CH:23][CH:22]=1)([CH3:20])([CH3:19])[CH3:18], predict the reaction product. The product is: [CH2:1]([O:8][C:9]1[CH:16]=[CH:15][CH:14]=[CH:13][C:10]=1[CH:11]=[N:28][NH:27][C:25](=[O:26])[C:24]1[CH:29]=[CH:30][C:21]([C:17]([CH3:19])([CH3:18])[CH3:20])=[CH:22][CH:23]=1)[C:2]1[CH:7]=[CH:6][CH:5]=[CH:4][CH:3]=1. (4) The product is: [C:1]([C:5]1[N:6]=[C:7]([N:16]2[CH2:20][CH2:19][C:18]([F:21])([F:22])[CH2:17]2)[C:8]2[C:9](=[N:11][N:12]([CH2:14][C:15]3[CH:50]=[CH:49][C:48]([Cl:51])=[CH:47][CH:46]=3)[N:13]=2)[N:10]=1)([CH3:2])([CH3:3])[CH3:4]. Given the reactants [C:1]([C:5]1[N:6]=[C:7]([N:16]2[CH2:20][CH2:19][C:18]([F:22])([F:21])[CH2:17]2)[C:8]2[C:9](=[N:11][N:12]([CH2:14][CH3:15])[N:13]=2)[N:10]=1)([CH3:4])([CH3:3])[CH3:2].C(C1N=C(N2CCC(F)(F)C2)C2N=NNC=2N=1)(C)(C)C.BrCC1[CH:50]=[CH:49][C:48]([Cl:51])=[CH:47][CH:46]=1, predict the reaction product. (5) Given the reactants [CH3:1][N:2]1[C:10]2[C@:9]3([CH3:14])[C:11]([CH3:13])([CH3:12])[C@@H:6]([CH2:7][CH2:8]3)[C:5]=2[C:4](=[O:15])[NH:3]1.Br[CH2:17][C:18]1[C:19]([C:42]([F:45])([F:44])[F:43])=[N:20][N:21]([C:23]([C:36]2[CH:41]=[CH:40][CH:39]=[CH:38][CH:37]=2)([C:30]2[CH:35]=[CH:34][CH:33]=[CH:32][CH:31]=2)[C:24]2[CH:29]=[CH:28][CH:27]=[CH:26][CH:25]=2)[CH:22]=1, predict the reaction product. The product is: [CH3:1][N:2]1[C:10]2[C@:9]3([CH3:14])[C:11]([CH3:12])([CH3:13])[C@@H:6]([CH2:7][CH2:8]3)[C:5]=2[C:4](=[O:15])[N:3]1[CH2:17][C:18]1[C:19]([C:42]([F:45])([F:43])[F:44])=[N:20][N:21]([C:23]([C:36]2[CH:37]=[CH:38][CH:39]=[CH:40][CH:41]=2)([C:30]2[CH:35]=[CH:34][CH:33]=[CH:32][CH:31]=2)[C:24]2[CH:29]=[CH:28][CH:27]=[CH:26][CH:25]=2)[CH:22]=1. (6) Given the reactants ClCCN=C=O.Cl[CH2:8][CH2:9][CH2:10][N:11]=[C:12]=[O:13].[NH2:14][C:15]1[S:16][C:17]([C:21]([O:23][CH2:24][CH3:25])=[O:22])=[C:18]([CH3:20])[N:19]=1, predict the reaction product. The product is: [CH3:20][C:18]1[N:19]=[C:15]([N:14]2[CH2:8][CH2:9][CH2:10][NH:11][C:12]2=[O:13])[S:16][C:17]=1[C:21]([O:23][CH2:24][CH3:25])=[O:22]. (7) The product is: [CH3:1][O:2][CH2:3][CH2:4][CH2:5][O:6][C:7]1[CH:8]=[C:9]([CH:30]=[CH:31][C:32]=1[O:33][CH3:34])[CH2:10][C@H:11]([CH:27]([CH3:29])[CH3:28])[CH2:12][OH:13]. Given the reactants [CH3:1][O:2][CH2:3][CH2:4][CH2:5][O:6][C:7]1[CH:8]=[C:9]([CH:30]=[CH:31][C:32]=1[O:33][CH3:34])[CH2:10][C@H:11]([CH:27]([CH3:29])[CH3:28])[C:12](N1[C@H](CC2C=CC=CC=2)COC1=O)=[O:13].CCOCC.[Li+].[BH4-].C1COCC1, predict the reaction product. (8) Given the reactants [CH3:1][N:2]1[CH2:7][CH2:6][CH:5]([C:8]2[C:16]3[C:11](=[CH:12][CH:13]=[C:14]([S:17]([C:20]4[C:29]5[C:24](=[CH:25][CH:26]=[CH:27][CH:28]=5)[CH:23]=[CH:22][CH:21]=4)(=[O:19])=[O:18])[CH:15]=3)[NH:10][N:9]=2)[CH2:4][CH2:3]1.[ClH:30].O.OOS([O-])=O.[K+], predict the reaction product. The product is: [ClH:30].[CH3:1][N:2]1[CH2:3][CH2:4][CH:5]([C:8]2[C:16]3[C:11](=[CH:12][CH:13]=[C:14]([S:17]([C:20]4[C:29]5[C:24](=[CH:25][CH:26]=[CH:27][CH:28]=5)[CH:23]=[CH:22][CH:21]=4)(=[O:18])=[O:19])[CH:15]=3)[NH:10][N:9]=2)[CH2:6][CH2:7]1. (9) Given the reactants [CH:1]12[CH2:7][CH:4]([CH2:5][CH2:6]1)[CH2:3][CH:2]2[NH:8][C:9]1[S:10][C:11]([CH2:18][CH2:19][OH:20])([CH2:15][CH2:16][OH:17])[C:12](=[O:14])[N:13]=1.C(N(C(C)C)CC)(C)C.[CH3:30][S:31](Cl)(=[O:33])=[O:32], predict the reaction product. The product is: [CH:1]12[CH2:7][CH:4]([CH2:5][CH2:6]1)[CH2:3][CH:2]2[NH:8][C:9]1[S:10][C:11]([CH2:15][CH2:16][O:17][S:31]([CH3:30])(=[O:33])=[O:32])([CH2:18][CH2:19][O:20][S:31]([CH3:30])(=[O:33])=[O:32])[C:12](=[O:14])[N:13]=1. (10) Given the reactants C[O:2][C:3](=[O:34])[C:4]([CH3:33])([NH:6][C:7]([C:9]1[CH:18]=[CH:17][C:16]2[C:11](=[CH:12][CH:13]=[CH:14][CH:15]=2)[C:10]=1[O:19][CH2:20][C:21]1[CH:22]=[N:23][C:24]([O:27][CH2:28][C:29]([F:32])([F:31])[F:30])=[CH:25][CH:26]=1)=[O:8])[CH3:5].[OH-].[Na+].O.Cl, predict the reaction product. The product is: [CH3:33][C:4]([NH:6][C:7]([C:9]1[CH:18]=[CH:17][C:16]2[C:11](=[CH:12][CH:13]=[CH:14][CH:15]=2)[C:10]=1[O:19][CH2:20][C:21]1[CH:22]=[N:23][C:24]([O:27][CH2:28][C:29]([F:31])([F:32])[F:30])=[CH:25][CH:26]=1)=[O:8])([CH3:5])[C:3]([OH:34])=[O:2].